This data is from Catalyst prediction with 721,799 reactions and 888 catalyst types from USPTO. The task is: Predict which catalyst facilitates the given reaction. (1) Reactant: [Br:1][C:2]1[N:7]=[CH:6][C:5]([CH2:8]O)=[CH:4][CH:3]=1.C1(P(C2C=CC=CC=2)C2C=CC=CC=2)C=CC=CC=1.C(Br)(Br)(Br)[Br:30]. Product: [Br:1][C:2]1[CH:3]=[CH:4][C:5]([CH2:8][Br:30])=[CH:6][N:7]=1. The catalyst class is: 4. (2) Reactant: Br[C:2]1[C:3]2[C:8]([C:9]3[CH:10]=[CH:11][CH:12]=[CH:13][C:14]=3[CH:15]=1)=[CH:7][CH:6]=[CH:5][CH:4]=2.[CH:16]1[C:29]2[CH:28]=[C:27]([NH2:30])[C:26]3[C:21](=[CH:22][CH:23]=[CH:24][CH:25]=3)[C:20]=2[CH:19]=[CH:18][CH:17]=1.C(P(C(C)(C)C)C(C)(C)C)(C)(C)C.CC(C)([O-])C.[Na+]. Product: [CH:13]1[C:14]2[CH:15]=[C:2]([NH:30][C:27]3[C:26]4[C:21]([C:20]5[CH:19]=[CH:18][CH:17]=[CH:16][C:29]=5[CH:28]=3)=[CH:22][CH:23]=[CH:24][CH:25]=4)[C:3]3[C:8](=[CH:7][CH:6]=[CH:5][CH:4]=3)[C:9]=2[CH:10]=[CH:11][CH:12]=1. The catalyst class is: 101. (3) Reactant: [Cl:1][C:2]1[C:11]2[C:6](=[CH:7][CH:8]=[CH:9][C:10]=2[CH3:12])[N:5]=[CH:4][N:3]=1.N(C(C)(C)C#N)=N[C:15](C)(C)[C:16]#N.[Br:25][N:26]1[C:30](=O)[CH2:29][CH2:28][C:27]1=O. Product: [Br-:25].[Cl:1][C:2]1[C:11]2[C:6](=[CH:7][CH:8]=[CH:9][C:10]=2[CH2:12][N+:26]([CH2:15][CH3:16])([CH2:30][CH3:29])[CH2:27][CH3:28])[N:5]=[CH:4][N:3]=1. The catalyst class is: 53. (4) Reactant: [ClH:1].ONC(C1(S(C2C=CC(C3C=CC(CCC(F)(F)C(F)(F)F)=CC=3)=CC=2)(=O)=O)CCN(CCOC)CC1)=O.O1CCCCC1[O:46][NH:47][C:48]([C:50]1([S:59]([C:62]2[CH:67]=[CH:66][C:65]([C:68]3[CH:73]=[CH:72][C:71]([CH2:74][CH2:75][C:76]([F:82])([F:81])[C:77]([F:80])([F:79])[F:78])=[CH:70][CH:69]=3)=[CH:64][CH:63]=2)(=[O:61])=[O:60])[CH2:55][CH2:54][N:53]([CH:56]2[CH2:58][CH2:57]2)[CH2:52][CH2:51]1)=[O:49].C(O)C.Cl. Product: [ClH:1].[CH:56]1([N:53]2[CH2:52][CH2:51][C:50]([S:59]([C:62]3[CH:63]=[CH:64][C:65]([C:68]4[CH:73]=[CH:72][C:71]([CH2:74][CH2:75][C:76]([F:82])([F:81])[C:77]([F:78])([F:79])[F:80])=[CH:70][CH:69]=4)=[CH:66][CH:67]=3)(=[O:61])=[O:60])([C:48]([NH:47][OH:46])=[O:49])[CH2:55][CH2:54]2)[CH2:57][CH2:58]1. The catalyst class is: 684. (5) The catalyst class is: 14. Product: [CH3:13][O:15][C:16]([C:17]1[CH:20]=[N:3][N:2]2[C:4]3[C:5](=[CH:9][CH:10]=[CH:11][CH:12]=3)[C:6](=[O:8])[NH:19][C:18]=12)=[O:22]. Reactant: Cl.[NH:2]([C:4]1[CH:12]=[CH:11][CH:10]=[CH:9][C:5]=1[C:6]([OH:8])=O)[NH2:3].[CH2:13]([O:15][CH:16]=[C:17]([C:20]#N)[C:18]#[N:19])C.[O-:22]CC.[Na+].O. (6) Reactant: C([O:8][C:9](=[O:31])[CH2:10][C@H:11]([NH:23][C:24]([O:26][C:27]([CH3:30])([CH3:29])[CH3:28])=[O:25])[CH2:12][N:13]1[C:18](=[O:19])[CH2:17][CH2:16][C:15]([F:21])([F:20])[C:14]1=[O:22])C1C=CC=CC=1.[H][H]. Product: [C:27]([O:26][C:24]([NH:23][C@H:11]([CH2:12][N:13]1[C:18](=[O:19])[CH2:17][CH2:16][C:15]([F:20])([F:21])[C:14]1=[O:22])[CH2:10][C:9]([OH:31])=[O:8])=[O:25])([CH3:30])([CH3:28])[CH3:29]. The catalyst class is: 19. (7) Reactant: C(=O)([O-])[O-].[K+].[K+].Br[CH2:8][C:9]1[CH:10]=[C:11]([CH:16]=[CH:17][CH:18]=1)[C:12]([O:14][CH3:15])=[O:13].[I:19][C:20]1[CH:25]=[CH:24][C:23]([OH:26])=[CH:22][CH:21]=1. Product: [CH3:15][O:14][C:12](=[O:13])[C:11]1[CH:16]=[CH:17][CH:18]=[C:9]([CH2:8][O:26][C:23]2[CH:24]=[CH:25][C:20]([I:19])=[CH:21][CH:22]=2)[CH:10]=1. The catalyst class is: 21. (8) Reactant: [CH2:1]([C:5]1[N:10]=[C:9]([CH3:11])[N:8]([C:12]2[CH:13]=[C:14]3[C:18](=[CH:19][CH:20]=2)[CH2:17][CH2:16][CH:15]3[OH:21])[C:7](=[O:22])[C:6]=1[CH2:23][C:24]1[CH:29]=[CH:28][C:27]([C:30]2[CH:35]=[CH:34][CH:33]=[CH:32][C:31]=2[C:36]2[NH:40][C:39](=[O:41])[O:38][N:37]=2)=[CH:26][CH:25]=1)[CH2:2][CH2:3][CH3:4].CC(OI1(OC(C)=O)(OC(C)=O)OC(=O)C2C1=CC=CC=2)=O.C(OCC)(=O)C.S([O-])([O-])(=O)=S.[Na+].[Na+]. Product: [CH2:1]([C:5]1[N:10]=[C:9]([CH3:11])[N:8]([C:12]2[CH:13]=[C:14]3[C:18](=[CH:19][CH:20]=2)[CH2:17][CH2:16][C:15]3=[O:21])[C:7](=[O:22])[C:6]=1[CH2:23][C:24]1[CH:29]=[CH:28][C:27]([C:30]2[CH:35]=[CH:34][CH:33]=[CH:32][C:31]=2[C:36]2[NH:40][C:39](=[O:41])[O:38][N:37]=2)=[CH:26][CH:25]=1)[CH2:2][CH2:3][CH3:4]. The catalyst class is: 47. (9) Reactant: [N+:1]([C:4]1[CH:5]=[C:6]2[C:11](=[C:12]([C:14]([O:16][CH3:17])=[O:15])[CH:13]=1)[N:10]=[CH:9][NH:8][C:7]2=O)([O-:3])=[O:2].O=P(Cl)(Cl)Cl.CCN(C(C)C)C(C)C.[Cl:33][C:34]1[CH:41]=[CH:40][C:37]([CH2:38][NH2:39])=[CH:36][C:35]=1[C:42]([F:45])([F:44])[F:43]. Product: [Cl:33][C:34]1[CH:41]=[CH:40][C:37]([CH2:38][NH:39][C:7]2[C:6]3[C:11](=[C:12]([C:14]([O:16][CH3:17])=[O:15])[CH:13]=[C:4]([N+:1]([O-:3])=[O:2])[CH:5]=3)[N:10]=[CH:9][N:8]=2)=[CH:36][C:35]=1[C:42]([F:43])([F:44])[F:45]. The catalyst class is: 26. (10) Reactant: [C:1]1([C:7]2[CH:8]=[C:9]([OH:13])[CH:10]=[CH:11][CH:12]=2)[CH:6]=[CH:5][CH:4]=[CH:3][CH:2]=1.[CH2:14]([CH:16]1[O:18][CH2:17]1)Br.C(=O)([O-])[O-].[K+].[K+]. Product: [CH2:14]([O:13][C:9]1[CH:10]=[CH:11][CH:12]=[C:7]([C:1]2[CH:2]=[CH:3][CH:4]=[CH:5][CH:6]=2)[CH:8]=1)[CH:16]1[O:18][CH2:17]1. The catalyst class is: 131.